Task: Predict the product of the given reaction.. Dataset: Forward reaction prediction with 1.9M reactions from USPTO patents (1976-2016) Given the reactants [NH:1]1[C:9]2[C:4](=[CH:5][CH:6]=[C:7]([OH:10])[CH:8]=2)[CH:3]=[N:2]1.[C:11](O[C:11]([O:13][C:14]([CH3:17])([CH3:16])[CH3:15])=[O:12])([O:13][C:14]([CH3:17])([CH3:16])[CH3:15])=[O:12].C(N(CC)CC)C, predict the reaction product. The product is: [OH:10][C:7]1[CH:8]=[C:9]2[C:4]([CH:3]=[N:2][N:1]2[C:11]([O:13][C:14]([CH3:17])([CH3:16])[CH3:15])=[O:12])=[CH:5][CH:6]=1.